From a dataset of Reaction yield outcomes from USPTO patents with 853,638 reactions. Predict the reaction yield, written as a fraction of the theoretical maximum amount of product (1.0 means a 100% yield; for example, 0.34 means a 34% yield). (1) The reactants are [F:1][C:2]1[CH:9]=[CH:8][C:7]([OH:10])=[CH:6][C:3]=1[C:4]#[N:5].I[CH2:12][C:13]([F:16])([F:15])[F:14].C(=O)([O-])[O-].[K+].[K+].CCOC(C)=O. The catalyst is CN(C=O)C. The product is [F:1][C:2]1[CH:9]=[CH:8][C:7]([O:10][CH2:12][C:13]([F:16])([F:15])[F:14])=[CH:6][C:3]=1[C:4]#[N:5]. The yield is 0.480. (2) The reactants are [Br:1][C:2]1[CH:3]=[CH:4][C:5]([CH3:8])=[N:6][CH:7]=1.ClC1C=C(C(OO)=[O:17])C=CC=1. The catalyst is C(Cl)(Cl)Cl. The product is [Br:1][C:2]1[CH:3]=[CH:4][C:5]([CH3:8])=[N+:6]([O-:17])[CH:7]=1. The yield is 1.00. (3) The reactants are C(O[C:6]([N:8]1[CH2:13][CH2:12][C:11](=[C:14]([Br:28])[C:15]2[CH:20]=[CH:19][C:18]([C:21](=[O:27])[N:22]([CH2:25][CH3:26])[CH2:23][CH3:24])=[CH:17][CH:16]=2)[CH2:10][CH2:9]1)=O)(C)(C)C.C(O)(C(F)(F)F)=O.C(Br)[C:37]1[CH:42]=[CH:41][CH:40]=[CH:39][CH:38]=1.C(N(CC)CC)C. The catalyst is ClCCl. The product is [CH2:25]([N:22]([CH2:23][CH3:24])[C:21](=[O:27])[C:18]1[CH:17]=[CH:16][C:15]([C:14]([Br:28])=[C:11]2[CH2:12][CH2:13][N:8]([CH2:6][C:37]3[CH:42]=[CH:41][CH:40]=[CH:39][CH:38]=3)[CH2:9][CH2:10]2)=[CH:20][CH:19]=1)[CH3:26]. The yield is 0.640.